From a dataset of Forward reaction prediction with 1.9M reactions from USPTO patents (1976-2016). Predict the product of the given reaction. (1) Given the reactants [CH3:1][CH:2]([CH3:6])[CH:3]=[N:4][OH:5].CC(C)([O-])C.[K+].[F:13][C:14]1[CH:32]=[CH:31][CH:30]=[CH:29][C:15]=1[CH2:16][NH:17][C:18]1[C:23]([F:24])=[CH:22][N:21]=[C:20](S(C)(=O)=O)[N:19]=1, predict the reaction product. The product is: [F:24][C:23]1[C:18]([NH:17][CH2:16][C:15]2[CH:29]=[CH:30][CH:31]=[CH:32][C:14]=2[F:13])=[N:19][C:20]([O:5][N:4]=[CH:3][CH:2]([CH3:6])[CH3:1])=[N:21][CH:22]=1. (2) Given the reactants [C:1]([N:8]1[CH2:13][CH2:12][CH:11](O)[CH2:10][CH2:9]1)([O:3][C:4]([CH3:7])([CH3:6])[CH3:5])=[O:2].N1C=CN=C1.C1(P(C2C=CC=CC=2)C2C=CC=CC=2)C=CC=CC=1.[I:39]I, predict the reaction product. The product is: [I:39][CH:11]1[CH2:12][CH2:13][N:8]([C:1]([O:3][C:4]([CH3:7])([CH3:6])[CH3:5])=[O:2])[CH2:9][CH2:10]1. (3) Given the reactants Br[C:2]1[C:11]2[C:6](=[CH:7][CH:8]=[CH:9][CH:10]=2)[CH:5]=[N:4][C:3]=1[N:12]([CH2:27][C:28]1[CH:33]=[CH:32][C:31]([O:34][C:35]([F:38])([F:37])[F:36])=[CH:30][CH:29]=1)[S:13]([C:16]1[CH:26]=[CH:25][C:19]([C:20]([O:22][CH2:23][CH3:24])=[O:21])=[CH:18][CH:17]=1)(=[O:15])=[O:14].C([Sn](CCCC)(CCCC)[C:44]([O:46]CC)=[CH2:45])CCC.[F-].[K+], predict the reaction product. The product is: [C:44]([C:2]1[C:11]2[C:6](=[CH:7][CH:8]=[CH:9][CH:10]=2)[CH:5]=[N:4][C:3]=1[N:12]([CH2:27][C:28]1[CH:33]=[CH:32][C:31]([O:34][C:35]([F:38])([F:37])[F:36])=[CH:30][CH:29]=1)[S:13]([C:16]1[CH:26]=[CH:25][C:19]([C:20]([O:22][CH2:23][CH3:24])=[O:21])=[CH:18][CH:17]=1)(=[O:15])=[O:14])(=[O:46])[CH3:45]. (4) Given the reactants [C:1]([C:5]1[CH:6]=[C:7]2[C:12](=[CH:13][CH:14]=1)[C:11](=[O:15])[N:10]([C:16]1[CH:21]=[CH:20][CH:19]=[C:18]([Cl:22])[C:17]=1[CH2:23][OH:24])[N:9]([CH3:25])[CH2:8]2)([CH3:4])([CH3:3])[CH3:2].[C:26](OC(=O)C)(=[O:28])[CH3:27].N1C=CC=CC=1, predict the reaction product. The product is: [C:26]([O:24][CH2:23][C:17]1[C:18]([Cl:22])=[CH:19][CH:20]=[CH:21][C:16]=1[N:10]1[N:9]([CH3:25])[CH2:8][C:7]2[C:12](=[CH:13][CH:14]=[C:5]([C:1]([CH3:4])([CH3:2])[CH3:3])[CH:6]=2)[C:11]1=[O:15])(=[O:28])[CH3:27].